This data is from Full USPTO retrosynthesis dataset with 1.9M reactions from patents (1976-2016). The task is: Predict the reactants needed to synthesize the given product. (1) Given the product [F:20][C:12]([F:21])([C:13]1[CH:18]=[CH:17][C:16]([F:19])=[CH:15][CH:14]=1)[C:8]1[N:7]=[C:6]([S:22][CH3:23])[C:5]2[C:10](=[CH:11][C:2]([C:28]3[CH:29]=[N:24][CH:25]=[N:26][CH:27]=3)=[CH:3][CH:4]=2)[N:9]=1, predict the reactants needed to synthesize it. The reactants are: Br[C:2]1[CH:11]=[C:10]2[C:5]([C:6]([S:22][CH3:23])=[N:7][C:8]([C:12]([F:21])([F:20])[C:13]3[CH:18]=[CH:17][C:16]([F:19])=[CH:15][CH:14]=3)=[N:9]2)=[CH:4][CH:3]=1.[N:24]1[CH:29]=[C:28](B(O)O)[CH:27]=[N:26][CH:25]=1.C([O-])([O-])=O.[Na+].[Na+]. (2) Given the product [S:5]([O:4][S:13]([C:16]([F:19])([F:18])[F:17])(=[O:14])=[O:12])([C:8]([F:11])([F:10])[F:9])(=[O:7])=[O:6], predict the reactants needed to synthesize it. The reactants are: C=C=O.[OH:4][S:5]([C:8]([F:11])([F:10])[F:9])(=[O:7])=[O:6].[O:12](C(=O)C)[S:13]([C:16]([F:19])([F:18])[F:17])(=O)=[O:14].O(C(=O)C(C)C)S(C(F)(F)F)(=O)=O. (3) Given the product [ClH:41].[O:15]1[C:14]2[C:9](=[C:10]3[C:11](=[CH:12][CH:13]=2)[CH2:28][NH:25][CH2:24][CH2:23]3)[O:8][CH2:17][CH2:16]1, predict the reactants needed to synthesize it. The reactants are: C([O:8][C:9]1[C:14]([O:15][CH2:16][C:17]2C=CC=CC=2)=[CH:13][CH:12]=[CH:11][C:10]=1[CH2:23][CH2:24][NH2:25])C1C=CC=CC=1.C=O.[C:28](O)(C(F)(F)F)=O.C([O-])(O)=O.[Na+].C(Cl)[Cl:41].